Task: Predict the reactants needed to synthesize the given product.. Dataset: Full USPTO retrosynthesis dataset with 1.9M reactions from patents (1976-2016) (1) Given the product [C:1]([O:5][C:6](=[O:35])[C:7]1[CH:12]=[CH:11][C:10]([NH:13][C:14]2[N:19]=[C:18]([NH:20][CH2:21][C:22]3[CH:27]=[CH:26][C:25]([O:28][CH2:40][C:38]([CH2:37][Cl:36])=[CH2:39])=[CH:24][CH:23]=3)[N:17]=[C:16]([O:29][CH2:30][C:31]([F:34])([F:33])[F:32])[N:15]=2)=[CH:9][CH:8]=1)([CH3:4])([CH3:2])[CH3:3], predict the reactants needed to synthesize it. The reactants are: [C:1]([O:5][C:6](=[O:35])[C:7]1[CH:12]=[CH:11][C:10]([NH:13][C:14]2[N:19]=[C:18]([NH:20][CH2:21][C:22]3[CH:27]=[CH:26][C:25]([OH:28])=[CH:24][CH:23]=3)[N:17]=[C:16]([O:29][CH2:30][C:31]([F:34])([F:33])[F:32])[N:15]=2)=[CH:9][CH:8]=1)([CH3:4])([CH3:3])[CH3:2].[Cl:36][CH2:37][C:38]([CH2:40]Cl)=[CH2:39].C([O-])([O-])=O.[K+].[K+]. (2) Given the product [C:1]([O:5][C:6](=[O:7])[NH:8][CH2:9][C:10]1([C:13](=[O:31])[NH:28][CH:19]2[CH:20]3[CH2:26][CH:24]4[CH2:23][CH:22]([CH2:27][CH:18]2[CH2:25]4)[CH2:21]3)[CH2:11][CH2:12]1)([CH3:2])([CH3:3])[CH3:4], predict the reactants needed to synthesize it. The reactants are: [C:1]([O:5][C:6]([NH:8][CH2:9][C:10]1([CH2:13]C(O)=O)[CH2:12][CH2:11]1)=[O:7])([CH3:4])([CH3:3])[CH3:2].Cl.[CH:18]12[CH2:27][CH:22]3[CH2:23][CH:24]([CH2:26][CH:20]([CH2:21]3)[CH:19]1[NH2:28])[CH2:25]2.C1N(P(Cl)(N2C(=O)OCC2)=O)C(=O)[O:31]C1. (3) Given the product [F:1][C:2]1[CH:3]=[C:4]2[C:9](=[CH:10][CH:11]=1)[N:8]=[C:7]([CH:12]([N:14]1[C:18]3=[N:19][CH:20]=[N:21][C:22]([NH2:23])=[C:17]3[C:16]([C:35]3[CH:36]=[N:32][NH:33][CH:34]=3)=[N:15]1)[CH3:13])[C:6]([C:25]1[CH:26]=[N:27][CH:28]=[C:29]([F:31])[CH:30]=1)=[CH:5]2, predict the reactants needed to synthesize it. The reactants are: [F:1][C:2]1[CH:3]=[C:4]2[C:9](=[CH:10][CH:11]=1)[N:8]=[C:7]([CH:12]([N:14]1[C:18]3=[N:19][CH:20]=[N:21][C:22]([NH2:23])=[C:17]3[C:16](I)=[N:15]1)[CH3:13])[C:6]([C:25]1[CH:26]=[N:27][CH:28]=[C:29]([F:31])[CH:30]=1)=[CH:5]2.[NH:32]1[CH:36]=[C:35](B2OC(C)(C)C(C)(C)O2)[CH:34]=[N:33]1.C(=O)([O-])[O-].[Na+].[Na+]. (4) Given the product [CH2:57]([NH:64][C:22]([C:18]1[CH:19]=[C:20]2[C:15](=[C:16]([CH3:25])[CH:17]=1)[CH:14]=[N:13][C:12]([NH:11][CH:8]1[CH2:9][CH2:10][C:5]3([O:4][CH2:3][CH2:2][O:1]3)[CH2:6][CH2:7]1)=[CH:21]2)=[O:23])[C:58]1[CH:63]=[CH:62][CH:61]=[CH:60][CH:59]=1, predict the reactants needed to synthesize it. The reactants are: [O:1]1[C:5]2([CH2:10][CH2:9][CH:8]([NH:11][C:12]3[N:13]=[CH:14][C:15]4[C:20]([CH:21]=3)=[CH:19][C:18]([C:22](O)=[O:23])=[CH:17][C:16]=4[CH3:25])[CH2:7][CH2:6]2)[O:4][CH2:3][CH2:2]1.CN(C(ON1N=NC2C=CC=NC1=2)=[N+](C)C)C.F[P-](F)(F)(F)(F)F.C(N(CC)CC)C.[CH2:57]([NH2:64])[C:58]1[CH:63]=[CH:62][CH:61]=[CH:60][CH:59]=1. (5) The reactants are: [CH2:1]([OH:4])[C:2]#[CH:3].N1C=CN=C1.[CH3:10][C:11]([Si:14](Cl)([CH3:16])[CH3:15])([CH3:13])[CH3:12].O. Given the product [C:11]([Si:14]([CH3:16])([CH3:15])[O:4][CH2:1][C:2]#[CH:3])([CH3:13])([CH3:12])[CH3:10], predict the reactants needed to synthesize it. (6) Given the product [CH3:22][C:16]1[CH:17]=[CH:18][CH:19]=[C:20]([CH3:21])[C:15]=1[CH2:14][NH:13][C:3]1[C:4]2[N:5]([C:8]([CH3:12])=[C:9]([CH3:11])[N:10]=2)[CH:6]=[CH:7][C:2]=1[NH:1][C:23](=[O:25])[CH3:24], predict the reactants needed to synthesize it. The reactants are: [NH2:1][C:2]1[CH:7]=[CH:6][N:5]2[C:8]([CH3:12])=[C:9]([CH3:11])[N:10]=[C:4]2[C:3]=1[NH:13][CH2:14][C:15]1[C:20]([CH3:21])=[CH:19][CH:18]=[CH:17][C:16]=1[CH3:22].[C:23](OC(=O)C)(=[O:25])[CH3:24].C(N(CC)CC)C. (7) Given the product [Br:25][C:26]1[CH:27]=[CH:28][C:29]([CH3:34])=[C:30]([CH:31]=[CH:5][CH2:4][O:3][CH3:2])[CH:33]=1, predict the reactants needed to synthesize it. The reactants are: [Br-].[CH3:2][O:3][CH2:4][CH2:5][P+](C1C=CC=CC=1)(C1C=CC=CC=1)C1C=CC=CC=1.[Br:25][C:26]1[CH:27]=[CH:28][C:29]([CH3:34])=[C:30]([CH:33]=1)[CH:31]=O.CCCCCC.CCOC(C)=O.CC#N.O. (8) Given the product [C:1]([O:5][C:6]([NH:8][C@@H:9]1[C@H:14]([NH:15][C:16]2[N:21]=[C:20]([C:40]3[S:44][N:43]=[CH:42][CH:41]=3)[C:19]3[C:23](=[O:33])[N:24]([C:26]([O:28][C:29]([CH3:32])([CH3:31])[CH3:30])=[O:27])[CH2:25][C:18]=3[C:17]=2[F:34])[CH2:13][CH2:12][O:11][CH2:10]1)=[O:7])([CH3:4])([CH3:3])[CH3:2], predict the reactants needed to synthesize it. The reactants are: [C:1]([O:5][C:6]([NH:8][C@@H:9]1[C@H:14]([NH:15][C:16]2[N:21]=[C:20](Cl)[C:19]3[C:23](=[O:33])[N:24]([C:26]([O:28][C:29]([CH3:32])([CH3:31])[CH3:30])=[O:27])[CH2:25][C:18]=3[C:17]=2[F:34])[CH2:13][CH2:12][O:11][CH2:10]1)=[O:7])([CH3:4])([CH3:3])[CH3:2].C([Sn](CCCC)(CCCC)[C:40]1[S:44][N:43]=[CH:42][CH:41]=1)CCC.O.